From a dataset of Forward reaction prediction with 1.9M reactions from USPTO patents (1976-2016). Predict the product of the given reaction. (1) Given the reactants C(OS(C1C=CC=CC=1)(=O)=O)CCCCCCCCCCC.[Na].O.[C:25]([O:30][CH2:31][CH2:32][CH2:33][CH2:34][CH2:35][CH2:36][CH2:37][CH2:38][CH2:39][CH2:40][CH2:41][CH3:42])(=[O:29])[C:26]([CH3:28])=[CH2:27], predict the reaction product. The product is: [C:25]([O:30][CH2:31][CH2:32][CH2:33][CH2:34][CH2:35][CH2:36][CH2:37][CH2:38][CH2:39][CH2:40][CH2:41][CH3:42])(=[O:29])[C:26]([CH3:28])=[CH2:27].[CH3:31][O:30][C:25](=[O:29])[C:26]([CH3:28])=[CH2:27]. (2) The product is: [CH:1]1([CH2:4][O:5][C:6]2[CH:14]=[CH:13][C:9]3[O:10][CH2:11][O:12][C:8]=3[C:7]=2[C:15]2[C:16]3[NH:23][CH:22]=[C:21]([C:24]([NH:26][C@@H:27]([C:40]([N:42]4[CH2:43][CH2:44][CH:45]([N:48]5[N:57]=[C:56]([C:58]6[CH:63]=[CH:62][C:61]([O:64][CH3:65])=[C:60]([O:66][CH3:67])[CH:59]=6)[C@@H:55]6[C@@H:50]([CH2:51][CH2:52][CH2:53][CH2:54]6)[C:49]5=[O:68])[CH2:46][CH2:47]4)=[O:41])[CH2:28][CH2:29][C:30]([OH:32])=[O:31])=[O:25])[C:17]=3[N:18]=[CH:19][N:20]=2)[CH2:3][CH2:2]1. Given the reactants [CH:1]1([CH2:4][O:5][C:6]2[CH:14]=[CH:13][C:9]3[O:10][CH2:11][O:12][C:8]=3[C:7]=2[C:15]2[C:16]3[NH:23][CH:22]=[C:21]([C:24]([NH:26][C@@H:27]([C:40]([N:42]4[CH2:47][CH2:46][CH:45]([N:48]5[N:57]=[C:56]([C:58]6[CH:63]=[CH:62][C:61]([O:64][CH3:65])=[C:60]([O:66][CH3:67])[CH:59]=6)[C@@H:55]6[C@@H:50]([CH2:51][CH2:52][CH2:53][CH2:54]6)[C:49]5=[O:68])[CH2:44][CH2:43]4)=[O:41])[CH2:28][CH2:29][C:30]([O:32]CC4C=CC=CC=4)=[O:31])=[O:25])[C:17]=3[N:18]=[CH:19][N:20]=2)[CH2:3][CH2:2]1, predict the reaction product.